Dataset: Forward reaction prediction with 1.9M reactions from USPTO patents (1976-2016). Task: Predict the product of the given reaction. Given the reactants Cl[CH2:2][C:3]1[N:13]([CH2:14][CH2:15][CH:16]2[CH2:21][CH2:20][CH2:19][CH2:18][CH2:17]2)[C:6]2[N:7]=[C:8]([C:11]#[N:12])[N:9]=[CH:10][C:5]=2[CH:4]=1.[C:22]([O:26][C:27]([N:29]1[CH2:34][CH2:33][N:32]([C:35]2[CH:40]=[CH:39][C:38]([OH:41])=[CH:37][CH:36]=2)[CH2:31][CH2:30]1)=[O:28])([CH3:25])([CH3:24])[CH3:23], predict the reaction product. The product is: [C:22]([O:26][C:27]([N:29]1[CH2:34][CH2:33][N:32]([C:35]2[CH:36]=[CH:37][C:38]([O:41][CH2:2][C:3]3[N:13]([CH2:14][CH2:15][CH:16]4[CH2:21][CH2:20][CH2:19][CH2:18][CH2:17]4)[C:6]4[N:7]=[C:8]([C:11]#[N:12])[N:9]=[CH:10][C:5]=4[CH:4]=3)=[CH:39][CH:40]=2)[CH2:31][CH2:30]1)=[O:28])([CH3:25])([CH3:23])[CH3:24].